This data is from Forward reaction prediction with 1.9M reactions from USPTO patents (1976-2016). The task is: Predict the product of the given reaction. (1) Given the reactants [CH3:1][O:2][C:3]1[CH:41]=[CH:40][CH:39]=[CH:38][C:4]=1[CH2:5][O:6][CH2:7][CH2:8][CH2:9][O:10][C:11]1[CH:16]=[CH:15][C:14]([CH:17]2[CH2:22][CH2:21][NH:20][CH2:19][CH:18]2[O:23][CH2:24][C:25]2[C:30]3[NH:31][C:32]([C:34](OC)=[O:35])=[N:33][C:29]=3[CH:28]=[CH:27][CH:26]=2)=[CH:13][CH:12]=1.[H-].[Al+3].[Li+].[H-].[H-].[H-].C(=O)([O-])O.[Na+], predict the reaction product. The product is: [CH3:1][O:2][C:3]1[CH:41]=[CH:40][CH:39]=[CH:38][C:4]=1[CH2:5][O:6][CH2:7][CH2:8][CH2:9][O:10][C:11]1[CH:12]=[CH:13][C:14]([CH:17]2[CH2:22][CH2:21][NH:20][CH2:19][CH:18]2[O:23][CH2:24][C:25]2[C:30]3[NH:31][C:32]([CH2:34][OH:35])=[N:33][C:29]=3[CH:28]=[CH:27][CH:26]=2)=[CH:15][CH:16]=1. (2) Given the reactants Cl.Cl.Cl.[O:4]1[C:8]2=[C:9]([N:13]3[CH2:18][CH2:17][N:16]([CH2:19][CH2:20][C@H:21]4[CH2:26][CH2:25][C@H:24]([NH2:27])[CH2:23][CH2:22]4)[CH2:15][CH2:14]3)[N:10]=[CH:11][CH:12]=[C:7]2[CH2:6][CH2:5]1.[O:28]1[CH2:31][CH:30]([CH2:32][C:33](OC)=[O:34])[CH2:29]1, predict the reaction product. The product is: [O:4]1[C:8]2=[C:9]([N:13]3[CH2:18][CH2:17][N:16]([CH2:19][CH2:20][C@H:21]4[CH2:26][CH2:25][C@H:24]([NH:27][C:33](=[O:34])[CH2:32][CH:30]5[CH2:31][O:28][CH2:29]5)[CH2:23][CH2:22]4)[CH2:15][CH2:14]3)[N:10]=[CH:11][CH:12]=[C:7]2[CH2:6][CH2:5]1. (3) Given the reactants [NH2:1][CH:2]1[CH2:7][CH2:6][N:5]([CH2:8][CH2:9][N:10]2[C:19]3[C:14](=[CH:15][CH:16]=[C:17]([O:20][CH3:21])[CH:18]=3)[N:13]=[CH:12][C:11]2=[O:22])[CH2:4][CH2:3]1.[CH3:23][O:24][C:25]1[C:30]2[O:31][CH2:32][CH2:33][O:34][C:29]=2[CH:28]=[C:27]([CH:35]=O)[CH:26]=1.C(O[BH-](OC(=O)C)OC(=O)C)(=O)C.[Na+].C(=O)([O-])O.[Na+], predict the reaction product. The product is: [CH3:21][O:20][C:17]1[CH:18]=[C:19]2[C:14]([N:13]=[CH:12][C:11](=[O:22])[N:10]2[CH2:9][CH2:8][N:5]2[CH2:4][CH2:3][CH:2]([NH:1][CH2:35][C:27]3[CH:26]=[C:25]([O:24][CH3:23])[C:30]4[O:31][CH2:32][CH2:33][O:34][C:29]=4[CH:28]=3)[CH2:7][CH2:6]2)=[CH:15][CH:16]=1.